This data is from NCI-60 drug combinations with 297,098 pairs across 59 cell lines. The task is: Regression. Given two drug SMILES strings and cell line genomic features, predict the synergy score measuring deviation from expected non-interaction effect. (1) Drug 1: CCC(=C(C1=CC=CC=C1)C2=CC=C(C=C2)OCCN(C)C)C3=CC=CC=C3.C(C(=O)O)C(CC(=O)O)(C(=O)O)O. Drug 2: C1CN(P(=O)(OC1)NCCCl)CCCl. Cell line: UACC62. Synergy scores: CSS=7.66, Synergy_ZIP=-0.542, Synergy_Bliss=1.54, Synergy_Loewe=-2.65, Synergy_HSA=-0.297. (2) Drug 1: C1CNP(=O)(OC1)N(CCCl)CCCl. Drug 2: CC1C(C(CC(O1)OC2CC(CC3=C2C(=C4C(=C3O)C(=O)C5=C(C4=O)C(=CC=C5)OC)O)(C(=O)CO)O)N)O.Cl. Cell line: MOLT-4. Synergy scores: CSS=34.8, Synergy_ZIP=-3.78, Synergy_Bliss=-10.2, Synergy_Loewe=-47.7, Synergy_HSA=-10.8. (3) Drug 1: CCC1=CC2CC(C3=C(CN(C2)C1)C4=CC=CC=C4N3)(C5=C(C=C6C(=C5)C78CCN9C7C(C=CC9)(C(C(C8N6C)(C(=O)OC)O)OC(=O)C)CC)OC)C(=O)OC.C(C(C(=O)O)O)(C(=O)O)O. Drug 2: CC1C(C(=O)NC(C(=O)N2CCCC2C(=O)N(CC(=O)N(C(C(=O)O1)C(C)C)C)C)C(C)C)NC(=O)C3=C4C(=C(C=C3)C)OC5=C(C(=O)C(=C(C5=N4)C(=O)NC6C(OC(=O)C(N(C(=O)CN(C(=O)C7CCCN7C(=O)C(NC6=O)C(C)C)C)C)C(C)C)C)N)C. Cell line: CAKI-1. Synergy scores: CSS=27.2, Synergy_ZIP=2.97, Synergy_Bliss=5.82, Synergy_Loewe=7.72, Synergy_HSA=6.65. (4) Drug 1: C1CCC(CC1)NC(=O)N(CCCl)N=O. Drug 2: CN1C(=O)N2C=NC(=C2N=N1)C(=O)N. Cell line: SK-MEL-5. Synergy scores: CSS=6.34, Synergy_ZIP=4.67, Synergy_Bliss=10.4, Synergy_Loewe=-4.30, Synergy_HSA=3.05. (5) Drug 1: C1=CC=C(C(=C1)C(C2=CC=C(C=C2)Cl)C(Cl)Cl)Cl. Drug 2: CC1CCC2CC(C(=CC=CC=CC(CC(C(=O)C(C(C(=CC(C(=O)CC(OC(=O)C3CCCCN3C(=O)C(=O)C1(O2)O)C(C)CC4CCC(C(C4)OC)O)C)C)O)OC)C)C)C)OC. Cell line: HOP-62. Synergy scores: CSS=21.7, Synergy_ZIP=15.3, Synergy_Bliss=22.4, Synergy_Loewe=-13.5, Synergy_HSA=8.66.